Dataset: Reaction yield outcomes from USPTO patents with 853,638 reactions. Task: Predict the reaction yield, written as a fraction of the theoretical maximum amount of product (1.0 means a 100% yield; for example, 0.34 means a 34% yield). (1) The reactants are [CH3:1][O:2][C:3]1[N:4]=[CH:5][C:6]([N:9]2[C:13]([C:14]3[CH:19]=[CH:18][CH:17]=[CH:16][N:15]=3)=[CH:12][C:11]([C:20]([OH:22])=O)=[N:10]2)=[N:7][CH:8]=1.[C:23]([NH2:27])([CH3:26])([CH3:25])[CH3:24]. The yield is 0.730. No catalyst specified. The product is [C:23]([NH:27][C:20]([C:11]1[CH:12]=[C:13]([C:14]2[CH:19]=[CH:18][CH:17]=[CH:16][N:15]=2)[N:9]([C:6]2[CH:5]=[N:4][C:3]([O:2][CH3:1])=[CH:8][N:7]=2)[N:10]=1)=[O:22])([CH3:26])([CH3:25])[CH3:24]. (2) The reactants are C(OC([N:8]1[CH2:13][CH2:12][N:11]([CH:14]([C:16](=[O:28])[NH:17][CH:18]2[CH:25]3[CH2:26][CH:21]4[CH2:22][CH:23]([CH2:27][CH:19]2[CH2:20]4)[CH2:24]3)[CH3:15])[CH2:10][CH2:9]1)=O)(C)(C)C.[ClH:29]. The catalyst is O1CCOCC1. The product is [ClH:29].[CH:19]12[CH2:27][CH:23]3[CH2:22][CH:21]([CH2:26][CH:25]([CH2:24]3)[CH:18]1[NH:17][C:16](=[O:28])[CH:14]([N:11]1[CH2:12][CH2:13][NH:8][CH2:9][CH2:10]1)[CH3:15])[CH2:20]2. The yield is 0.990.